Dataset: Reaction yield outcomes from USPTO patents with 853,638 reactions. Task: Predict the reaction yield, written as a fraction of the theoretical maximum amount of product (1.0 means a 100% yield; for example, 0.34 means a 34% yield). The reactants are [N:1]([CH2:4][C:5]1[CH:6]=[CH:7][C:8]([CH:11]([S:20]([C:23]2[CH:28]=[CH:27][C:26]([Cl:29])=[CH:25][CH:24]=2)(=[O:22])=[O:21])[C:12]2[CH:17]=[C:16]([F:18])[CH:15]=[CH:14][C:13]=2[F:19])=[N:9][CH:10]=1)=[N+]=[N-].C(OCC)(=O)C.C(O)C.[H][H]. The catalyst is [Pd].CO.ClCCl. The product is [Cl:29][C:26]1[CH:27]=[CH:28][C:23]([S:20]([CH:11]([C:12]2[CH:17]=[C:16]([F:18])[CH:15]=[CH:14][C:13]=2[F:19])[C:8]2[N:9]=[CH:10][C:5]([CH2:4][NH2:1])=[CH:6][CH:7]=2)(=[O:22])=[O:21])=[CH:24][CH:25]=1. The yield is 0.390.